From a dataset of Reaction yield outcomes from USPTO patents with 853,638 reactions. Predict the reaction yield, written as a fraction of the theoretical maximum amount of product (1.0 means a 100% yield; for example, 0.34 means a 34% yield). (1) The reactants are [OH:1][C:2]1[CH:3]=[CH:4][C:5]2[N:6]([CH:8]=[C:9]([NH:11][C:12]([CH:14]3[CH2:16][CH2:15]3)=[O:13])[N:10]=2)[CH:7]=1.F[C:18]1[CH:23]=[CH:22][C:21]([N+:24]([O-:26])=[O:25])=[CH:20][C:19]=1[F:27].C(=O)([O-])[O-].[Cs+].[Cs+].O. The catalyst is CS(C)=O. The product is [F:27][C:19]1[CH:20]=[C:21]([N+:24]([O-:26])=[O:25])[CH:22]=[CH:23][C:18]=1[O:1][C:2]1[CH:3]=[CH:4][C:5]2[N:6]([CH:8]=[C:9]([NH:11][C:12]([CH:14]3[CH2:15][CH2:16]3)=[O:13])[N:10]=2)[CH:7]=1. The yield is 0.950. (2) The reactants are Br[C:2]([CH3:12])([CH3:11])[C:3]([C:5]1[CH:10]=[CH:9][CH:8]=[CH:7][CH:6]=1)=[O:4].C([O-])([O-])=O.[K+].[K+].C(O)C.[NH:22]1[CH2:26][CH2:25][CH2:24][CH2:23]1. The catalyst is CCOC(C)=O. The product is [N:22]1([C:2]([CH3:12])([CH3:11])[C:3]([C:5]2[CH:10]=[CH:9][CH:8]=[CH:7][CH:6]=2)=[O:4])[CH2:26][CH2:25][CH2:24][CH2:23]1. The yield is 0.810. (3) The reactants are C(OC(=O)C)(=O)C.[CH:8]([OH:10])=O.[NH2:11][CH2:12][CH2:13][O:14][C:15]1[CH:20]=[CH:19][C:18]([C:21]2[N:22]([CH2:34][CH3:35])[C:23]3[C:28]([C:29]=2[C:30]#[N:31])=[CH:27][CH:26]=[C:25]([O:32][CH3:33])[CH:24]=3)=[CH:17][CH:16]=1.C([O-])(O)=O.[Na+]. The catalyst is C1COCC1.CCOC(C)=O. The product is [C:30]([C:29]1[C:28]2[C:23](=[CH:24][C:25]([O:32][CH3:33])=[CH:26][CH:27]=2)[N:22]([CH2:34][CH3:35])[C:21]=1[C:18]1[CH:19]=[CH:20][C:15]([O:14][CH2:13][CH2:12][NH:11][CH:8]=[O:10])=[CH:16][CH:17]=1)#[N:31]. The yield is 0.860.